This data is from NCI-60 drug combinations with 297,098 pairs across 59 cell lines. The task is: Regression. Given two drug SMILES strings and cell line genomic features, predict the synergy score measuring deviation from expected non-interaction effect. (1) Drug 1: CC1C(C(CC(O1)OC2CC(CC3=C2C(=C4C(=C3O)C(=O)C5=C(C4=O)C(=CC=C5)OC)O)(C(=O)C)O)N)O.Cl. Drug 2: C1CCC(CC1)NC(=O)N(CCCl)N=O. Cell line: HS 578T. Synergy scores: CSS=29.5, Synergy_ZIP=-0.443, Synergy_Bliss=6.57, Synergy_Loewe=1.46, Synergy_HSA=7.55. (2) Drug 2: CN(C(=O)NC(C=O)C(C(C(CO)O)O)O)N=O. Drug 1: C1CC(C1)(C(=O)O)C(=O)O.[NH2-].[NH2-].[Pt+2]. Cell line: CCRF-CEM. Synergy scores: CSS=60.6, Synergy_ZIP=-0.757, Synergy_Bliss=-0.127, Synergy_Loewe=-33.5, Synergy_HSA=-0.138. (3) Drug 1: CC1C(C(=O)NC(C(=O)N2CCCC2C(=O)N(CC(=O)N(C(C(=O)O1)C(C)C)C)C)C(C)C)NC(=O)C3=C4C(=C(C=C3)C)OC5=C(C(=O)C(=C(C5=N4)C(=O)NC6C(OC(=O)C(N(C(=O)CN(C(=O)C7CCCN7C(=O)C(NC6=O)C(C)C)C)C)C(C)C)C)N)C. Drug 2: CC1CCC2CC(C(=CC=CC=CC(CC(C(=O)C(C(C(=CC(C(=O)CC(OC(=O)C3CCCCN3C(=O)C(=O)C1(O2)O)C(C)CC4CCC(C(C4)OC)OCCO)C)C)O)OC)C)C)C)OC. Cell line: CCRF-CEM. Synergy scores: CSS=24.3, Synergy_ZIP=0.731, Synergy_Bliss=10.6, Synergy_Loewe=3.68, Synergy_HSA=6.36. (4) Drug 1: CCCCCOC(=O)NC1=NC(=O)N(C=C1F)C2C(C(C(O2)C)O)O. Drug 2: C(CN)CNCCSP(=O)(O)O. Cell line: RPMI-8226. Synergy scores: CSS=1.78, Synergy_ZIP=9.30, Synergy_Bliss=11.6, Synergy_Loewe=4.60, Synergy_HSA=5.39.